Dataset: Reaction yield outcomes from USPTO patents with 853,638 reactions. Task: Predict the reaction yield, written as a fraction of the theoretical maximum amount of product (1.0 means a 100% yield; for example, 0.34 means a 34% yield). (1) The reactants are C([O:4][CH2:5][C:6]1[CH:7]=[C:8]2[CH:14]=[CH:13][O:12][C:9]2=[CH:10][N:11]=1)(=O)C.C([O-])(O)=O.[Na+].[Br:20]Br.C([O-])([O-])=O.[K+].[K+]. The catalyst is C(Cl)Cl. The product is [Br:20][C:14]1[C:8]2[C:9](=[CH:10][N:11]=[C:6]([CH2:5][OH:4])[CH:7]=2)[O:12][CH:13]=1. The yield is 0.810. (2) The reactants are FC(F)(F)C([N:5]([C@@H:13]1[CH2:15][C@H:14]1[C:16]1[CH:21]=[CH:20][CH:19]=[CH:18][CH:17]=1)[CH2:6][CH:7]1[CH2:12][CH2:11][NH:10][CH2:9][CH2:8]1)=O.Br[CH2:25][C:26]1[CH:34]=[CH:33][C:29]([C:30]([OH:32])=[O:31])=[CH:28][CH:27]=1.C(=O)([O-])[O-].[K+].[K+]. The catalyst is C(#N)C. The product is [C:16]1([C@@H:14]2[CH2:15][C@H:13]2[NH:5][CH2:6][CH:7]2[CH2:8][CH2:9][N:10]([CH2:25][C:26]3[CH:34]=[CH:33][C:29]([C:30]([OH:32])=[O:31])=[CH:28][CH:27]=3)[CH2:11][CH2:12]2)[CH:17]=[CH:18][CH:19]=[CH:20][CH:21]=1. The yield is 0.193. (3) The reactants are [NH2:1][CH2:2][C:3]1[CH:10]=[CH:9][C:6]([CH2:7][NH2:8])=[CH:5][CH:4]=1.[CH3:11][C:12]([O:15][C:16](O[C:16]([O:15][C:12]([CH3:14])([CH3:13])[CH3:11])=[O:17])=[O:17])([CH3:14])[CH3:13]. The catalyst is C(Cl)(Cl)Cl. The product is [C:12]([O:15][C:16](=[O:17])[NH:1][CH2:2][C:3]1[CH:10]=[CH:9][C:6]([CH2:7][NH2:8])=[CH:5][CH:4]=1)([CH3:14])([CH3:13])[CH3:11]. The yield is 0.120.